From a dataset of Reaction yield outcomes from USPTO patents with 853,638 reactions. Predict the reaction yield, written as a fraction of the theoretical maximum amount of product (1.0 means a 100% yield; for example, 0.34 means a 34% yield). (1) The reactants are [F:1][C:2]1([CH2:12][CH2:13][CH:14]2[C:22]3[C:17](=[CH:18][CH:19]=[CH:20][CH:21]=3)[C:16]3=[CH:23][N:24]=[CH:25][N:15]23)[CH2:7][CH2:6][CH:5]([S:8](O)(=[O:10])=[O:9])[CH2:4][CH2:3]1.C(Cl)[Cl:27]. The catalyst is CN(C=O)C. The product is [F:1][C:2]1([CH2:12][CH2:13][CH:14]2[C:22]3[C:17](=[CH:18][CH:19]=[CH:20][CH:21]=3)[C:16]3=[CH:23][N:24]=[CH:25][N:15]23)[CH2:7][CH2:6][CH:5]([S:8]([Cl:27])(=[O:10])=[O:9])[CH2:4][CH2:3]1. The yield is 0.980. (2) The reactants are [CH2:1]([O:3][C:4](=[O:11])[CH:5]1[CH2:10][CH2:9][NH:8][CH2:7][CH2:6]1)[CH3:2].C(N(CC)CC)C.[F:19][C:20]1[CH:28]=[CH:27][C:23]([C:24](Cl)=[O:25])=[CH:22][CH:21]=1. The catalyst is C(Cl)Cl. The product is [F:19][C:20]1[CH:28]=[CH:27][C:23]([C:24]([N:8]2[CH2:7][CH2:6][CH:5]([C:4]([O:3][CH2:1][CH3:2])=[O:11])[CH2:10][CH2:9]2)=[O:25])=[CH:22][CH:21]=1. The yield is 0.830.